Dataset: Reaction yield outcomes from USPTO patents with 853,638 reactions. Task: Predict the reaction yield, written as a fraction of the theoretical maximum amount of product (1.0 means a 100% yield; for example, 0.34 means a 34% yield). (1) The reactants are [C:1]([C:3]1[CH:4]=[C:5]2[C:10](=[CH:11][C:12]=1[O:13][CH2:14][C:15]1[CH:20]=[CH:19][CH:18]=[CH:17][CH:16]=1)[N:9]=[CH:8][CH:7]=[C:6]2[O:21][C:22]1[CH:27]=[CH:26][C:25]([NH:28][C:29](=O)[O:30]C2C=CC=CC=2)=[C:24]([F:38])[CH:23]=1)#[N:2].[NH2:39][C:40]1[S:41][CH:42]=[CH:43][N:44]=1.C(N(C(C)C)CC)(C)C.O. The catalyst is CN(C)C=O. The product is [CH2:14]([O:13][C:12]1[CH:11]=[C:10]2[C:5]([C:6]([O:21][C:22]3[CH:27]=[CH:26][C:25]([NH:28][C:29]([NH:39][C:40]4[S:41][CH:42]=[CH:43][N:44]=4)=[O:30])=[C:24]([F:38])[CH:23]=3)=[CH:7][CH:8]=[N:9]2)=[CH:4][C:3]=1[C:1]#[N:2])[C:15]1[CH:16]=[CH:17][CH:18]=[CH:19][CH:20]=1. The yield is 0.790. (2) The reactants are [NH:1]1[C:5]2[CH:6]=[CH:7][C:8]([C:10]([OH:12])=O)=[CH:9][C:4]=2[N:3]=[CH:2]1.[CH3:13][N:14]1[CH:18]=[C:17]([C:19]2[CH:20]=[CH:21][C:22]3[CH2:23][C@H:24]4[C@@H:29]([C:30]=3[CH:31]=2)[CH2:28][CH2:27][CH2:26][NH:25]4)[CH:16]=[N:15]1. No catalyst specified. The product is [NH:1]1[C:5]2[CH:6]=[CH:7][C:8]([C:10]([N:25]3[CH2:26][CH2:27][CH2:28][C@@H:29]4[C:30]5[CH:31]=[C:19]([C:17]6[CH:16]=[N:15][N:14]([CH3:13])[CH:18]=6)[CH:20]=[CH:21][C:22]=5[CH2:23][C@H:24]34)=[O:12])=[CH:9][C:4]=2[N:3]=[CH:2]1. The yield is 0.780. (3) The reactants are C(OC(=O)[N:7]=[C:8]([NH:47]C(OC(C)(C)C)=O)[NH:9][CH2:10][CH2:11][O:12][C:13]1[CH:18]=[C:17]([F:19])[C:16]([CH2:20][S:21][C:22]2[N:23]([C:39]3[CH:44]=[CH:43][C:42]([F:45])=[CH:41][CH:40]=3)[C:24]([C:27]([C:30]3[CH:35]=[CH:34][C:33]([Cl:36])=[C:32]([O:37][CH3:38])[CH:31]=3)([CH3:29])[CH3:28])=[CH:25][N:26]=2)=[C:15]([F:46])[CH:14]=1)(C)(C)C.[C:56]([OH:62])([C:58]([F:61])([F:60])[F:59])=[O:57]. The product is [F:59][C:58]([F:61])([F:60])[C:56]([O-:62])=[O:57].[NH2:47][C:8]([NH:9][CH2:10][CH2:11][O:12][C:13]1[CH:18]=[C:17]([F:19])[C:16]([CH2:20][S:21][C:22]2[N:23]([C:39]3[CH:44]=[CH:43][C:42]([F:45])=[CH:41][CH:40]=3)[C:24]([C:27]([C:30]3[CH:35]=[CH:34][C:33]([Cl:36])=[C:32]([O:37][CH3:38])[CH:31]=3)([CH3:29])[CH3:28])=[CH:25][N:26]=2)=[C:15]([F:46])[CH:14]=1)=[NH2+:7]. The yield is 0.680. The catalyst is C(Cl)Cl.CCOC(C)=O. (4) The reactants are [CH3:1][C:2]1[CH:18]=[C:17]([O:19][Si:20]([CH:27]([CH3:29])[CH3:28])([CH:24]([CH3:26])[CH3:25])[CH:21]([CH3:23])[CH3:22])[CH:16]=[C:15]([CH3:30])[C:3]=1[CH2:4][C:5]1[CH:10]=[CH:9][C:8]([O:11][CH2:12][O:13][CH3:14])=[CH:7][CH:6]=1.CN(CCN(C)C)C.[Li]CCCC.CN([CH:47]=[O:48])C. The catalyst is CCOCC. The product is [CH3:30][C:15]1[CH:16]=[C:17]([O:19][Si:20]([CH:27]([CH3:29])[CH3:28])([CH:21]([CH3:23])[CH3:22])[CH:24]([CH3:26])[CH3:25])[CH:18]=[C:2]([CH3:1])[C:3]=1[CH2:4][C:5]1[CH:10]=[CH:9][C:8]([O:11][CH2:12][O:13][CH3:14])=[C:7]([CH:6]=1)[CH:47]=[O:48]. The yield is 0.980. (5) The reactants are ClC1C=CC([N+]([O-])=O)=CC=1N.C(=O)(O)[O-].[Na+].[S-2].[Na+].[Na+].N([O-])=O.[Na+].OS(O)(=O)=O.C(=O)=O.[N+:32]([C:35]1[CH:36]=[CH:37][C:38]2[S:42][N:41]=[N:40][C:39]=2[CH:43]=1)([O-])=O.S(S([O-])(=O)=O)([O-])(=O)=O.[Na+].[Na+]. The catalyst is C(O)C.[OH-].[Na+].O. The product is [S:42]1[C:38]2[CH:37]=[CH:36][C:35]([NH2:32])=[CH:43][C:39]=2[N:40]=[N:41]1. The yield is 0.0300.